From a dataset of Reaction yield outcomes from USPTO patents with 853,638 reactions. Predict the reaction yield, written as a fraction of the theoretical maximum amount of product (1.0 means a 100% yield; for example, 0.34 means a 34% yield). (1) The reactants are [NH2:1][C:2]1[CH:3]=[CH:4][C:5]2[C:6]3[N:14]=[C:13]([Br:15])[CH:12]=[C:11]([C:16]([O:18][CH3:19])=[O:17])[C:7]=3[NH:8][C:9]=2[CH:10]=1.Cl.Cl[CH2:22][CH2:23][N:24]([CH2:26][CH2:27]Cl)[CH3:25].C(=O)([O-])[O-].[Na+].[Na+]. The catalyst is CC(O)(C)C. The product is [Br:15][C:13]1[CH:12]=[C:11]([C:16]([O:18][CH3:19])=[O:17])[C:7]2[NH:8][C:9]3[CH:10]=[C:2]([N:1]4[CH2:27][CH2:26][N:24]([CH3:25])[CH2:23][CH2:22]4)[CH:3]=[CH:4][C:5]=3[C:6]=2[N:14]=1. The yield is 0.690. (2) The reactants are [NH2:1]/[CH:2]=[C:3](\[N:7]([CH2:14][CH3:15])[C:8](=O)[C:9]([F:12])([F:11])[F:10])/[C:4](=[O:6])[CH3:5].C(=O)([O-])[O-].[K+].[K+]. The catalyst is O1CCOCC1. The product is [CH2:14]([N:7]1[C:3]([C:4](=[O:6])[CH3:5])=[CH:2][N:1]=[C:8]1[C:9]([F:12])([F:11])[F:10])[CH3:15]. The yield is 0.850.